Dataset: Peptide-MHC class I binding affinity with 185,985 pairs from IEDB/IMGT. Task: Regression. Given a peptide amino acid sequence and an MHC pseudo amino acid sequence, predict their binding affinity value. This is MHC class I binding data. (1) The peptide sequence is GHLAASVTL. The MHC is HLA-A31:01 with pseudo-sequence HLA-A31:01. The binding affinity (normalized) is 0.0847. (2) The peptide sequence is NRDKTEAILQL. The MHC is H-2-Kb with pseudo-sequence H-2-Kb. The binding affinity (normalized) is 0.145. (3) The peptide sequence is LANSHQRS. The MHC is H-2-Db with pseudo-sequence H-2-Db. The binding affinity (normalized) is 0. (4) The peptide sequence is YQAFRTKVH. The MHC is HLA-A11:01 with pseudo-sequence HLA-A11:01. The binding affinity (normalized) is 0.0847.